This data is from Full USPTO retrosynthesis dataset with 1.9M reactions from patents (1976-2016). The task is: Predict the reactants needed to synthesize the given product. (1) Given the product [CH3:7][C:6]([CH3:9])([CH3:8])[CH2:5][CH2:4][C:3]([OH:10])=[O:2], predict the reactants needed to synthesize it. The reactants are: C[O:2][C:3](=[O:10])[CH2:4][CH2:5][C:6]([CH3:9])([CH3:8])[CH3:7].[OH-].[Na+]. (2) Given the product [CH3:26][O:27][C:28]([C:29]1[CH:34]=[CH:33][CH:32]=[C:31]([NH:35][C:5](=[O:6])[C:4]2[CH:8]=[CH:9][C:10]([CH:11]([CH3:25])[C:12]([C:18]3[CH:23]=[CH:22][N:21]=[C:20]([Cl:24])[CH:19]=3)([OH:17])[C:13]([F:16])([F:14])[F:15])=[C:2]([Cl:1])[CH:3]=2)[N:30]=1)=[O:36], predict the reactants needed to synthesize it. The reactants are: [Cl:1][C:2]1[CH:3]=[C:4]([CH:8]=[CH:9][C:10]=1[CH:11]([CH3:25])[C:12]([C:18]1[CH:23]=[CH:22][N:21]=[C:20]([Cl:24])[CH:19]=1)([OH:17])[C:13]([F:16])([F:15])[F:14])[C:5](O)=[O:6].[CH3:26][O:27][C:28](=[O:36])[C:29]1[CH:34]=[CH:33][CH:32]=[C:31]([NH2:35])[N:30]=1.CN(C(ON1N=NC2C=CC=CC1=2)=[N+](C)C)C.F[P-](F)(F)(F)(F)F.